This data is from CYP2D6 substrate classification data from Carbon-Mangels et al.. The task is: Regression/Classification. Given a drug SMILES string, predict its absorption, distribution, metabolism, or excretion properties. Task type varies by dataset: regression for continuous measurements (e.g., permeability, clearance, half-life) or binary classification for categorical outcomes (e.g., BBB penetration, CYP inhibition). Dataset: cyp2d6_substrate_carbonmangels. (1) The drug is CN1CCCN=C1/C=C\c1cccs1. The result is 1 (substrate). (2) The compound is Cc1ccccc1-n1c(C)nc2ccccc2c1=O. The result is 0 (non-substrate).